Dataset: Full USPTO retrosynthesis dataset with 1.9M reactions from patents (1976-2016). Task: Predict the reactants needed to synthesize the given product. (1) Given the product [OH:6][C:7]1[CH:8]=[CH:9][C:10]2[C:14]([O:15][C:16]3[CH:21]=[CH:20][C:19]([O:22][CH2:23][CH2:24][N:25]4[CH2:30][CH2:29][CH2:28][CH2:27][CH2:26]4)=[CH:18][CH:17]=3)=[C:13]([C:31]3[CH:32]=[CH:33][C:34]([CH:35]=[O:36])=[CH:37][CH:38]=3)[S:12][C:11]=2[CH:39]=1, predict the reactants needed to synthesize it. The reactants are: C([Si](C1C=CC=CC=1)(C1C=CC=CC=1)[O:6][C:7]1[CH:8]=[CH:9][C:10]2[C:14]([O:15][C:16]3[CH:21]=[CH:20][C:19]([O:22][CH2:23][CH2:24][N:25]4[CH2:30][CH2:29][CH2:28][CH2:27][CH2:26]4)=[CH:18][CH:17]=3)=[C:13]([C:31]3[CH:38]=[CH:37][C:34]([CH:35]=[O:36])=[CH:33][CH:32]=3)[S:12][C:11]=2[CH:39]=1)(C)(C)C.[F-].C([N+](CCCC)(CCCC)CCCC)CCC. (2) Given the product [F:26][C:21]1[CH:20]=[C:19]([C:14](=[C:12]2[CH2:13][NH:10][CH2:11]2)[S:15]([CH3:18])(=[O:17])=[O:16])[CH:24]=[C:23]([F:25])[CH:22]=1, predict the reactants needed to synthesize it. The reactants are: ClCC1C=CC([C@H](C2C=CC(Cl)=CC=2)[N:10]2[CH2:13][C:12](=[C:14]([C:19]3[CH:24]=[C:23]([F:25])[CH:22]=[C:21]([F:26])[CH:20]=3)[S:15]([CH3:18])(=[O:17])=[O:16])[CH2:11]2)=CC=1.CC1(C)CCCNC1. (3) Given the product [C:1]1([CH2:7][O:8][C:9]2[CH:14]=[CH:13][C:12]([O:15][CH2:16][C@@H:17]3[CH2:21][CH2:20][CH2:19][NH:18]3)=[CH:11][C:10]=2[C:29]([NH:31][C:32]2[CH:33]=[N:34][CH:35]=[CH:36][CH:37]=2)=[O:30])[CH:2]=[CH:3][CH:4]=[CH:5][CH:6]=1, predict the reactants needed to synthesize it. The reactants are: [C:1]1([CH2:7][O:8][C:9]2[CH:14]=[CH:13][C:12]([O:15][CH2:16][C@@H:17]3[CH2:21][CH2:20][CH2:19][N:18]3C(OC(C)(C)C)=O)=[CH:11][C:10]=2[C:29]([NH:31][C:32]2[CH:33]=[N:34][CH:35]=[CH:36][CH:37]=2)=[O:30])[CH:6]=[CH:5][CH:4]=[CH:3][CH:2]=1.FC(F)(F)C(O)=O.C([O-])(O)=O.[Na+]. (4) Given the product [CH3:31][O:30][C:28](=[O:29])[C:27]1[CH:32]=[C:33]([O:35][Si:7]([CH:14]([CH3:16])[CH3:15])([CH:11]([CH3:13])[CH3:12])[CH:8]([CH3:10])[CH3:9])[CH:34]=[C:25]([C:24]([O:23][CH3:22])=[O:36])[CH:26]=1, predict the reactants needed to synthesize it. The reactants are: N1C=CN=C1.Cl[Si:7]([CH:14]([CH3:16])[CH3:15])([CH:11]([CH3:13])[CH3:12])[CH:8]([CH3:10])[CH3:9].CN(C=O)C.[CH3:22][O:23][C:24](=[O:36])[C:25]1[CH:34]=[C:33]([OH:35])[CH:32]=[C:27]([C:28]([O:30][CH3:31])=[O:29])[CH:26]=1. (5) Given the product [CH2:5]([O:31][C:17]1[CH:16]=[CH:15][C:14]([Br:13])=[C:23]2[C:18]=1[CH2:19][CH2:20][N:21]([C:24]([O:26][C:27]([CH3:28])([CH3:30])[CH3:29])=[O:25])[CH2:22]2)[C:4]1[CH:9]=[CH:10][CH:11]=[CH:12][CH:3]=1, predict the reactants needed to synthesize it. The reactants are: CO[C:3]1[CH:12]=[CH:11][CH:10]=[C:9]2[C:4]=1[CH2:5]CNC2.[Br:13][C:14]1[CH:15]=[CH:16][C:17]([OH:31])=[C:18]2[C:23]=1[CH2:22][N:21]([C:24]([O:26][C:27]([CH3:30])([CH3:29])[CH3:28])=[O:25])[CH2:20][CH2:19]2.OC1C=CC=C2C=1CCN(C(OC(C)(C)C)=O)C2.BrN1C(=O)CCC1=O.BrC1C=CC(O)=C2C=1CN(C(OCCCC)=O)CC2.C(Br)C1C=CC=CC=1.C(=O)([O-])[O-].[K+].[K+]. (6) Given the product [ClH:7].[C:1]1(=[C:9]([F:8])[CH2:10][NH2:11])[CH2:5][CH2:4][CH2:3][CH2:2]1, predict the reactants needed to synthesize it. The reactants are: [C:1]1(=O)[CH2:5][CH2:4][CH2:3][CH2:2]1.[ClH:7].[F:8][C:9](=C(C)C)[CH2:10][NH2:11].